Predict the product of the given reaction. From a dataset of Forward reaction prediction with 1.9M reactions from USPTO patents (1976-2016). (1) Given the reactants [O:1]([CH2:19][CH2:20][O:21][C:22]1[CH:27]=[CH:26][C:25]([C:28]2[N:29]=[C:30]3[CH:35]=[CH:34][C:33]([I:36])=[CH:32][N:31]3[CH:37]=2)=[CH:24][CH:23]=1)[Si](C(C)(C)C)(C1C=CC=CC=1)C1C=CC=CC=1.[F-].C([N+](CCCC)(CCCC)CCCC)CCC.[Cl-].[NH4+].O, predict the reaction product. The product is: [OH:1][CH2:19][CH2:20][O:21][C:22]1[CH:27]=[CH:26][C:25]([C:28]2[N:29]=[C:30]3[CH:35]=[CH:34][C:33]([I:36])=[CH:32][N:31]3[CH:37]=2)=[CH:24][CH:23]=1. (2) Given the reactants NC1C=CC(C(OC)=O)=C(Cl)C=1C#C.[NH2:15][C:16]1[C:25]([CH2:26][CH3:27])=[CH:24][C:19]([C:20]([O:22][CH3:23])=[O:21])=[C:18]([Cl:28])[C:17]=1[C:29]#[C:30][Si](C)(C)C, predict the reaction product. The product is: [NH2:15][C:16]1[C:25]([CH2:26][CH3:27])=[CH:24][C:19]([C:20]([O:22][CH3:23])=[O:21])=[C:18]([Cl:28])[C:17]=1[C:29]#[CH:30]. (3) Given the reactants [Cl:1][C:2]1[CH:7]=[CH:6][C:5]([C:8](=O)[CH2:9][C:10](OCC)=[O:11])=[C:4]([F:16])[CH:3]=1.O.[NH2:18][NH2:19], predict the reaction product. The product is: [Cl:1][C:2]1[CH:7]=[CH:6][C:5]([C:8]2[CH:9]=[C:10]([OH:11])[NH:19][N:18]=2)=[C:4]([F:16])[CH:3]=1.